Dataset: Full USPTO retrosynthesis dataset with 1.9M reactions from patents (1976-2016). Task: Predict the reactants needed to synthesize the given product. (1) The reactants are: [C:1]1(=[O:7])[O:6][C:4](=[O:5])[CH:3]=[CH:2]1.[OH-:8].[K+:9].[OH2:10].OO. Given the product [O:8]1[CH:3]([C:4]([O-:10])=[O:5])[CH:2]1[C:1]([O-:6])=[O:7].[K+:9].[K+:9], predict the reactants needed to synthesize it. (2) Given the product [F:1][C:2]1[CH:10]=[CH:9][C:5]([C:6]([O:8][CH3:18])=[O:7])=[CH:4][C:3]=1[O:11][CH3:12], predict the reactants needed to synthesize it. The reactants are: [F:1][C:2]1[CH:10]=[CH:9][C:5]([C:6]([OH:8])=[O:7])=[CH:4][C:3]=1[O:11][CH3:12].S(=O)(=O)(O)O.[C:18](=O)([O-])O.[Na+]. (3) Given the product [Cl:37][C:34]1[CH:35]=[CH:36][C:31]([C:11]2[CH:12]=[CH:13][C:14]([CH2:15][CH3:16])=[C:9]([CH:8]3[C:2](=[O:1])[CH:3]4[CH2:21][CH:6]([CH2:5][CH2:4]4)[C:7]3=[O:20])[CH:10]=2)=[N:32][CH:33]=1, predict the reactants needed to synthesize it. The reactants are: [O:1]=[C:2]1[CH:8]([C:9]2[CH:10]=[C:11](B(O)O)[CH:12]=[CH:13][C:14]=2[CH2:15][CH3:16])[C:7](=[O:20])[CH:6]2[CH2:21][CH:3]1[CH2:4][CH2:5]2.P([O-])([O-])([O-])=O.[K+].[K+].[K+].Br[C:31]1[CH:36]=[CH:35][C:34]([Cl:37])=[CH:33][N:32]=1.[Na].[Na].[Na].S(C1C=C(P(C2C=CC=C(S(O)(=O)=O)C=2)C2C=CC=C(S(O)(=O)=O)C=2)C=CC=1)(O)(=O)=O. (4) The reactants are: [O:1]=[C:2]([N:16]1[CH2:21][CH2:20][N:19]2[C:22]([C:25]([F:28])([F:27])[F:26])=[N:23][N:24]=[C:18]2[CH2:17]1)[CH2:3][C@H:4]([NH2:15])[CH2:5][C:6]1[CH:11]=[C:10]([F:12])[C:9]([F:13])=[CH:8][C:7]=1[F:14].[ClH:29]. Given the product [OH2:1].[ClH:29].[O:1]=[C:2]([N:16]1[CH2:21][CH2:20][N:19]2[C:22]([C:25]([F:28])([F:27])[F:26])=[N:23][N:24]=[C:18]2[CH2:17]1)[CH2:3][C@H:4]([NH2:15])[CH2:5][C:6]1[CH:11]=[C:10]([F:12])[C:9]([F:13])=[CH:8][C:7]=1[F:14], predict the reactants needed to synthesize it. (5) Given the product [CH3:1][O:2][CH2:3][C@H:4]([CH3:32])[O:5][C:6]1[CH:7]=[C:8]([CH:19]=[C:20]([C:22]2[NH:23][C:24]([C:27]3[S:28][CH:29]=[CH:30][N:31]=3)=[CH:25][CH:26]=2)[CH:21]=1)[O:9][C:10]1[CH:17]=[CH:16][C:13]([CH2:14][OH:15])=[CH:12][C:11]=1[CH3:18], predict the reactants needed to synthesize it. The reactants are: [CH3:1][O:2][CH2:3][C@H:4]([CH3:32])[O:5][C:6]1[CH:7]=[C:8]([CH:19]=[C:20]([C:22]2[NH:23][C:24]([C:27]3[S:28][CH:29]=[CH:30][N:31]=3)=[CH:25][CH:26]=2)[CH:21]=1)[O:9][C:10]1[CH:17]=[CH:16][C:13]([CH:14]=[O:15])=[CH:12][C:11]=1[CH3:18].[BH4-].[Na+].[Cl-].[NH4+]. (6) Given the product [CH2:5]([O:4][C:2]([N:32]1[CH2:31][CH2:30][C:29]([C:23]2[CH:24]=[CH:25][CH:26]=[CH:27][CH:28]=2)([C:35]([OH:37])=[O:36])[CH2:34][CH2:33]1)=[O:3])[C:6]1[CH:11]=[CH:10][CH:9]=[CH:8][CH:7]=1, predict the reactants needed to synthesize it. The reactants are: Cl[C:2]([O:4][CH2:5][C:6]1[CH:11]=[CH:10][CH:9]=[CH:8][CH:7]=1)=[O:3].CC1C=CC(S(O)(=O)=O)=CC=1.[C:23]1([C:29]2([C:35]([OH:37])=[O:36])[CH2:34][CH2:33][NH:32][CH2:31][CH2:30]2)[CH:28]=[CH:27][CH:26]=[CH:25][CH:24]=1.ClCCl.Cl. (7) Given the product [F:28][C:25]([F:26])([F:27])[C:23]1[CH:22]=[C:21]([C:29]2[CH:34]=[CH:33][C:32]([C:35]([F:38])([F:37])[F:36])=[CH:31][CH:30]=2)[N:20]=[C:19]([N:17]2[CH:18]=[C:14]([C:11]3[S:10][C:9]([S:6]([NH2:5])(=[O:8])=[O:7])=[CH:13][CH:12]=3)[N:15]=[CH:16]2)[CH:24]=1, predict the reactants needed to synthesize it. The reactants are: C([NH:5][S:6]([C:9]1[S:10][C:11]([C:14]2[N:15]=[CH:16][N:17]([C:19]3[CH:24]=[C:23]([C:25]([F:28])([F:27])[F:26])[CH:22]=[C:21]([C:29]4[CH:34]=[CH:33][C:32]([C:35]([F:38])([F:37])[F:36])=[CH:31][CH:30]=4)[N:20]=3)[CH:18]=2)=[CH:12][CH:13]=1)(=[O:8])=[O:7])(C)(C)C.C(O)(C(F)(F)F)=O. (8) Given the product [ClH:1].[NH2:14][CH2:13][CH2:12][CH:7]1[C:6]2[C:10](=[CH:11][C:3]([F:2])=[CH:4][CH:5]=2)[NH:9][C:8]1=[O:18], predict the reactants needed to synthesize it. The reactants are: [ClH:1].[F:2][C:3]1[CH:11]=[C:10]2[C:6]([C:7]([CH2:12][CH2:13][NH2:14])=[CH:8][NH:9]2)=[CH:5][CH:4]=1.Cl.CS(C)=[O:18]. (9) Given the product [C:1]1([CH2:7][CH2:8][C@H:9]([O:28][CH:29]2[CH2:34][CH2:33][CH2:32][CH2:31][O:30]2)/[CH:10]=[CH:11]/[C@@H:12]2[C@@H:19]3[C@@H:15]([O:16][CH:17]([OH:20])[CH2:18]3)[CH2:14][C@H:13]2[O:21][CH:22]2[CH2:27][CH2:26][CH2:25][CH2:24][O:23]2)[CH:2]=[CH:3][CH:4]=[CH:5][CH:6]=1, predict the reactants needed to synthesize it. The reactants are: [C:1]1([CH2:7][CH2:8][C@H:9]([O:28][CH:29]2[CH2:34][CH2:33][CH2:32][CH2:31][O:30]2)/[CH:10]=[CH:11]/[C@@H:12]2[C@@H:19]3[C@@H:15]([O:16][C:17](=[O:20])[CH2:18]3)[CH2:14][C@H:13]2[O:21][CH:22]2[CH2:27][CH2:26][CH2:25][CH2:24][O:23]2)[CH:6]=[CH:5][CH:4]=[CH:3][CH:2]=1.CC(C[AlH]CC(C)C)C.